From a dataset of Full USPTO retrosynthesis dataset with 1.9M reactions from patents (1976-2016). Predict the reactants needed to synthesize the given product. (1) Given the product [F:1][C:2]([F:24])([F:25])[C:3]1[CH:23]=[CH:22][C:6]([O:7][C:8]2[CH:21]=[CH:20][C:11]([O:12][CH:13]([CH2:17][CH2:18][CH3:19])[CH2:14][CH2:15][O:16][S:27]([CH3:26])(=[O:29])=[O:28])=[CH:10][CH:9]=2)=[CH:5][CH:4]=1, predict the reactants needed to synthesize it. The reactants are: [F:1][C:2]([F:25])([F:24])[C:3]1[CH:23]=[CH:22][C:6]([O:7][C:8]2[CH:21]=[CH:20][C:11]([O:12][CH:13]([CH2:17][CH2:18][CH3:19])[CH2:14][CH2:15][OH:16])=[CH:10][CH:9]=2)=[CH:5][CH:4]=1.[CH3:26][S:27](Cl)(=[O:29])=[O:28].O. (2) Given the product [N:1]1([C:6]2[CH:12]=[CH:11][C:9]([NH:10][CH:23]3[CH2:24][CH2:25][N:20]([C:18]([O:17][C:13]([CH3:16])([CH3:15])[CH3:14])=[O:19])[CH2:21][CH2:22]3)=[CH:8][CH:7]=2)[CH:5]=[N:4][N:3]=[N:2]1, predict the reactants needed to synthesize it. The reactants are: [N:1]1([C:6]2[CH:12]=[CH:11][C:9]([NH2:10])=[CH:8][CH:7]=2)[CH:5]=[N:4][N:3]=[N:2]1.[C:13]([O:17][C:18]([N:20]1[CH2:25][CH2:24][C:23](=O)[CH2:22][CH2:21]1)=[O:19])([CH3:16])([CH3:15])[CH3:14].C(O)(=O)C.C(O[BH-](OC(=O)C)OC(=O)C)(=O)C.[Na+].C(=O)([O-])O.[Na+]. (3) The reactants are: [CH:1]([N:4]1[CH2:8][CH2:7][C@H:6]([O:9][C:10]2[CH:11]=[C:12]3[C:17](=[CH:18][CH:19]=2)[N:16]=[CH:15][N:14]([C:20]2[CH:21]=[C:22]([CH:26]=[CH:27][C:28]=2[CH3:29])[C:23](O)=[O:24])[C:13]3=[O:30])[CH2:5]1)([CH3:3])[CH3:2].CN(C=O)C.S(Cl)(Cl)=O.[NH2:40][C:41]1[CH:45]=[CH:44][O:43][N:42]=1. Given the product [CH:1]([N:4]1[CH2:8][CH2:7][C@H:6]([O:9][C:10]2[CH:11]=[C:12]3[C:17](=[CH:18][CH:19]=2)[N:16]=[CH:15][N:14]([C:20]2[CH:21]=[C:22]([CH:26]=[CH:27][C:28]=2[CH3:29])[C:23]([NH:40][C:41]2[CH:45]=[CH:44][O:43][N:42]=2)=[O:24])[C:13]3=[O:30])[CH2:5]1)([CH3:2])[CH3:3], predict the reactants needed to synthesize it. (4) The reactants are: CC([O-])(C)C.[K+].[CH2:7]([C:12]1[O:13][CH:14]=[CH:15][CH:16]=1)[CH2:8][CH2:9][CH2:10][CH3:11].[SiH:17]([CH2:22][CH3:23])([CH2:20][CH3:21])[CH2:18][CH3:19]. Given the product [CH2:18]([Si:17]([CH2:22][CH3:23])([CH2:20][CH3:21])[C:14]1[O:13][C:12]([CH2:7][CH2:8][CH2:9][CH2:10][CH3:11])=[CH:16][CH:15]=1)[CH3:19], predict the reactants needed to synthesize it. (5) The reactants are: [CH3:1][O:2][C:3](=[O:14])[CH2:4][C:5]1[C:13]2[C:8](=[CH:9][CH:10]=[CH:11][CH:12]=2)[NH:7][CH:6]=1.[H-].[Na+].[CH2:17](I)[CH2:18][CH2:19][CH2:20][CH2:21][CH2:22][CH3:23].Cl. Given the product [CH3:1][O:2][C:3](=[O:14])[CH2:4][C:5]1[C:13]2[C:8](=[CH:9][CH:10]=[CH:11][CH:12]=2)[N:7]([CH2:17][CH2:18][CH2:19][CH2:20][CH2:21][CH2:22][CH3:23])[CH:6]=1, predict the reactants needed to synthesize it. (6) Given the product [Br:15][C:16]1[N:21]=[C:20]([C:22]2[N:31]=[CH:30][C:29]3[C:24](=[CH:25][CH:26]=[CH:27][CH:28]=3)[N:23]=2)[CH:19]=[CH:18][CH:17]=1, predict the reactants needed to synthesize it. The reactants are: ClC1C(=O)C(C#N)=C(C#N)C(=O)C=1Cl.[Br:15][C:16]1[N:21]=[C:20]([CH:22]2[NH:31][CH2:30][C:29]3[C:24](=[CH:25][CH:26]=[CH:27][CH:28]=3)[NH:23]2)[CH:19]=[CH:18][CH:17]=1.[OH-].[Na+]. (7) Given the product [NH2:22][C:25]1[CH:26]=[C:27]2[C:31](=[CH:32][CH:33]=1)[NH:30][C:29]([CH2:34][CH3:35])=[CH:28]2, predict the reactants needed to synthesize it. The reactants are: C(C1NC2C(C=1)=CC=CC=2)C.[N+]([O-])([O-])=O.[Na+].S(=O)(=O)(O)O.[N+:22]([C:25]1[CH:26]=[C:27]2[C:31](=[CH:32][CH:33]=1)[NH:30][C:29]([CH2:34][CH3:35])=[CH:28]2)([O-])=O.CC(C)CCC1NC2C(C=1)=CC=CC=2. (8) Given the product [CH3:31][O:32][C:33]1[CH:40]=[CH:39][CH:38]=[CH:37][C:34]=1[CH2:35][NH:36][CH2:22][C:21]1[CH:20]=[C:19]([C:18]2[C:17]3[C:12](=[C:13]([C:27]([F:29])([F:30])[F:28])[CH:14]=[CH:15][CH:16]=3)[N:11]=[CH:10][C:9]=2[C:1]([C:2]2[CH:7]=[CH:6][CH:5]=[CH:4][CH:3]=2)=[O:8])[CH:26]=[CH:25][CH:24]=1, predict the reactants needed to synthesize it. The reactants are: [C:1]([C:9]1[CH:10]=[N:11][C:12]2[C:17]([C:18]=1[C:19]1[CH:20]=[C:21]([CH:24]=[CH:25][CH:26]=1)[CH:22]=O)=[CH:16][CH:15]=[CH:14][C:13]=2[C:27]([F:30])([F:29])[F:28])(=[O:8])[C:2]1[CH:7]=[CH:6][CH:5]=[CH:4][CH:3]=1.[CH3:31][O:32][C:33]1[CH:40]=[CH:39][CH:38]=[CH:37][C:34]=1[CH2:35][NH2:36].